Task: Predict which catalyst facilitates the given reaction.. Dataset: Catalyst prediction with 721,799 reactions and 888 catalyst types from USPTO Reactant: C[O:2][C:3](=[O:29])[C:4]1[CH:9]=[CH:8][C:7]([N:10]2[CH2:15][CH2:14][C:13]3[CH:16]=[C:17]([C:19]4[CH:24]=[CH:23][C:22]([Cl:25])=[CH:21][CH:20]=4)[S:18][C:12]=3[C:11]2=[O:26])=[CH:6][C:5]=1[O:27][CH3:28].[OH-].[Na+]. Product: [Cl:25][C:22]1[CH:23]=[CH:24][C:19]([C:17]2[S:18][C:12]3[C:11](=[O:26])[N:10]([C:7]4[CH:8]=[CH:9][C:4]([C:3]([OH:29])=[O:2])=[C:5]([O:27][CH3:28])[CH:6]=4)[CH2:15][CH2:14][C:13]=3[CH:16]=2)=[CH:20][CH:21]=1. The catalyst class is: 111.